This data is from Forward reaction prediction with 1.9M reactions from USPTO patents (1976-2016). The task is: Predict the product of the given reaction. (1) Given the reactants C([O:3][C:4](=[O:36])[CH2:5][CH2:6][CH2:7][C:8](=[O:35])[N:9]1[C:17]2[C:12](=[CH:13][C:14]([O:18][CH2:19][C:20]3[S:21][C:22]([C:31]([F:34])([F:33])[F:32])=[C:23]([C:25]4[CH:30]=[CH:29][CH:28]=[CH:27][CH:26]=4)[CH:24]=3)=[CH:15][CH:16]=2)[CH2:11][CH2:10]1)C.Cl.O, predict the reaction product. The product is: [O:35]=[C:8]([N:9]1[C:17]2[C:12](=[CH:13][C:14]([O:18][CH2:19][C:20]3[S:21][C:22]([C:31]([F:34])([F:33])[F:32])=[C:23]([C:25]4[CH:30]=[CH:29][CH:28]=[CH:27][CH:26]=4)[CH:24]=3)=[CH:15][CH:16]=2)[CH2:11][CH2:10]1)[CH2:7][CH2:6][CH2:5][C:4]([OH:36])=[O:3]. (2) The product is: [C:1]([O:5][C:6](=[O:13])[NH:7][CH2:8][CH2:9][CH2:10][CH2:11][NH:12][CH:14]([C:17]1[CH:22]=[N:21][CH:20]=[CH:19][N:18]=1)[CH3:15])([CH3:4])([CH3:2])[CH3:3]. Given the reactants [C:1]([O:5][C:6](=[O:13])[NH:7][CH2:8][CH2:9][CH2:10][CH2:11][NH2:12])([CH3:4])([CH3:3])[CH3:2].[C:14]([C:17]1[CH:22]=[N:21][CH:20]=[CH:19][N:18]=1)(=O)[CH3:15].[BH4-].[Na+], predict the reaction product.